This data is from Forward reaction prediction with 1.9M reactions from USPTO patents (1976-2016). The task is: Predict the product of the given reaction. (1) Given the reactants [C:1]1([C:22]2[CH:27]=[CH:26][CH:25]=[CH:24][CH:23]=2)[CH:6]=[CH:5][C:4]([C:7]2[N:8]=[C:9](/[CH:12]=[CH:13]/[C:14]3[CH:19]=[CH:18][C:17]([O:20][CH3:21])=[CH:16][CH:15]=3)[NH:10][CH:11]=2)=[CH:3][CH:2]=1.Br[CH2:29][C:30]([O:32][CH3:33])=[O:31], predict the reaction product. The product is: [CH3:33][O:32][C:30](=[O:31])[CH2:29][N:10]1[CH:11]=[C:7]([C:4]2[CH:5]=[CH:6][C:1]([C:22]3[CH:23]=[CH:24][CH:25]=[CH:26][CH:27]=3)=[CH:2][CH:3]=2)[N:8]=[C:9]1/[CH:12]=[CH:13]/[C:14]1[CH:19]=[CH:18][C:17]([O:20][CH3:21])=[CH:16][CH:15]=1. (2) Given the reactants [CH3:1][O:2][C:3]1[CH:4]=[CH:5][C:6]([CH:9]=O)=[CH:7][CH:8]=1.[C:11](#[N:15])[CH2:12][C:13]#[N:14].C(N(CC)CC)C.[CH3:23][O:24][C:25]1[CH:30]=[CH:29][C:28]([C:31]2[CH2:35][C:34](=[O:36])[N:33]([CH3:37])[N:32]=2)=[CH:27][CH:26]=1, predict the reaction product. The product is: [NH2:14][C:13]1[O:36][C:34]2[N:33]([CH3:37])[N:32]=[C:31]([C:28]3[CH:27]=[CH:26][C:25]([O:24][CH3:23])=[CH:30][CH:29]=3)[C:35]=2[CH:9]([C:6]2[CH:7]=[CH:8][C:3]([O:2][CH3:1])=[CH:4][CH:5]=2)[C:12]=1[C:11]#[N:15]. (3) Given the reactants I[CH2:2][C@@H:3]1[CH2:8][CH2:7][CH2:6][N:5]([C:9]([O:11][C:12]([CH3:15])([CH3:14])[CH3:13])=[O:10])[CH2:4]1.[C:16]1([C:22]([N:24]2[CH2:29][CH2:28][N:27]([C:30]3[CH:35]=[CH:34][C:33]([OH:36])=[CH:32][CH:31]=3)[CH2:26][CH2:25]2)=[O:23])[CH:21]=[CH:20][CH:19]=[CH:18][CH:17]=1, predict the reaction product. The product is: [C:16]1([C:22]([N:24]2[CH2:29][CH2:28][N:27]([C:30]3[CH:31]=[CH:32][C:33]([O:36][CH2:2][C@@H:3]4[CH2:8][CH2:7][CH2:6][N:5]([C:9]([O:11][C:12]([CH3:15])([CH3:14])[CH3:13])=[O:10])[CH2:4]4)=[CH:34][CH:35]=3)[CH2:26][CH2:25]2)=[O:23])[CH:17]=[CH:18][CH:19]=[CH:20][CH:21]=1. (4) Given the reactants [CH2:1]([NH2:3])[CH3:2].C(N(CC)CC)C.[F:11][C:12]1[CH:20]=[CH:19][C:15]([C:16](Cl)=[O:17])=[CH:14][CH:13]=1, predict the reaction product. The product is: [CH2:1]([NH:3][C:16](=[O:17])[C:15]1[CH:19]=[CH:20][C:12]([F:11])=[CH:13][CH:14]=1)[CH3:2]. (5) The product is: [CH3:27][O:19][C:18](=[O:20])[CH:17]([C:16]1[N:8]([C:5]2[CH:6]=[CH:7][C:2]([Cl:1])=[CH:3][CH:4]=2)[N:9]=[C:10]2[C:15]=1[CH2:14][CH2:13][CH2:12][CH2:11]2)[CH:21]1[CH2:26][CH2:25][CH2:24][CH2:23][CH2:22]1. Given the reactants [Cl:1][C:2]1[CH:7]=[CH:6][C:5]([N:8]2[C:16]([CH:17]([CH:21]3[CH2:26][CH2:25][CH2:24][CH2:23][CH2:22]3)[C:18]([OH:20])=[O:19])=[C:15]3[C:10]([CH2:11][CH2:12][CH2:13][CH2:14]3)=[N:9]2)=[CH:4][CH:3]=1.[C:27](Cl)(=O)C(Cl)=O, predict the reaction product.